This data is from Catalyst prediction with 721,799 reactions and 888 catalyst types from USPTO. The task is: Predict which catalyst facilitates the given reaction. (1) Reactant: [CH:1]1[C:10]2[CH:9]=[CH:8][CH:7]=[C:6]([C:11]([OH:13])=O)[C:5]=2[CH:4]=[CH:3][N:2]=1.S(Cl)(Cl)=O.[CH3:18][O:19][CH2:20][CH2:21][N:22]1[C:26]([CH3:27])=[C:25]([CH3:28])[S:24][C:23]1=[NH:29].CCN(CC)CC. Product: [CH3:18][O:19][CH2:20][CH2:21][N:22]1[C:26]([CH3:27])=[C:25]([CH3:28])[S:24]/[C:23]/1=[N:29]\[C:11]([C:6]1[C:5]2[CH:4]=[CH:3][N:2]=[CH:1][C:10]=2[CH:9]=[CH:8][CH:7]=1)=[O:13]. The catalyst class is: 1. (2) Reactant: [Br:1][C:2]1[C:3]([CH2:8]Br)=[N:4][CH:5]=[CH:6][CH:7]=1.[C-:10]#[N:11].[Na+]. Product: [Br:1][C:2]1[C:3]([CH2:8][C:10]#[N:11])=[N:4][CH:5]=[CH:6][CH:7]=1. The catalyst class is: 38. (3) Reactant: [OH:1][C:2]1[CH:7]=[CH:6][C:5]([CH2:8][CH2:9][CH2:10][C:11]([OH:13])=O)=[CH:4][CH:3]=1.[O:14]1[CH2:19][CH2:18][CH2:17][CH2:16][CH:15]1[O:20][NH2:21]. Product: [OH:1][C:2]1[CH:3]=[CH:4][C:5]([CH2:8][CH2:9][CH2:10][C:11]([NH:21][O:20][CH:15]2[CH2:16][CH2:17][CH2:18][CH2:19][O:14]2)=[O:13])=[CH:6][CH:7]=1. The catalyst class is: 4. (4) Reactant: [OH:1][CH:2]([C:6]1[O:10][N:9]=[C:8]([C:11]([OH:13])=O)[CH:7]=1)[CH:3]([CH3:5])[CH3:4].[NH2:14][C@@H:15]([CH3:31])[CH2:16][N:17]1[CH:21]=[CH:20][C:19]([C:22]2[CH:29]=[CH:28][C:25]([C:26]#[N:27])=[C:24]([Cl:30])[CH:23]=2)=[N:18]1.C(Cl)Cl.CN(C=O)C. Product: [Cl:30][C:24]1[CH:23]=[C:22]([C:19]2[CH:20]=[CH:21][N:17]([CH2:16][C@@H:15]([NH:14][C:11]([C:8]3[CH:7]=[C:6]([CH:2]([OH:1])[CH:3]([CH3:4])[CH3:5])[O:10][N:9]=3)=[O:13])[CH3:31])[N:18]=2)[CH:29]=[CH:28][C:25]=1[C:26]#[N:27]. The catalyst class is: 6. (5) Reactant: [C:1]([O:5][C:6]([N:8]1[C:13]2[CH:14]=[CH:15][C:16]([O:18][CH3:19])=[CH:17][C:12]=2[O:11][CH:10]([C:20]([OH:22])=O)[CH2:9]1)=[O:7])([CH3:4])([CH3:3])[CH3:2].CCN=C=NCCCN(C)C.C1C=CC2N(O)N=NC=2C=1.CCN(C(C)C)C(C)C.[F:53][C:54]1[CH:68]=[CH:67][C:57]([CH2:58][C:59]2([C:65]#[N:66])[CH2:64][CH2:63][NH:62][CH2:61][CH2:60]2)=[CH:56][CH:55]=1. Product: [C:1]([O:5][C:6]([N:8]1[C:13]2[CH:14]=[CH:15][C:16]([O:18][CH3:19])=[CH:17][C:12]=2[O:11][CH:10]([C:20]([N:62]2[CH2:63][CH2:64][C:59]([C:65]#[N:66])([CH2:58][C:57]3[CH:56]=[CH:55][C:54]([F:53])=[CH:68][CH:67]=3)[CH2:60][CH2:61]2)=[O:22])[CH2:9]1)=[O:7])([CH3:3])([CH3:4])[CH3:2]. The catalyst class is: 3. (6) Reactant: [CH3:1][O:2][C:3]([C:5]1([CH2:14][C:15]2[CH:20]=[CH:19][C:18]([Cl:21])=[CH:17][CH:16]=2)[CH2:9][CH2:8][C:7]([CH2:11][OH:12])([CH3:10])[C:6]1=[O:13])=[O:4].C(N(CC)CC)C.CN1C=CN=C1.[C:35]1([CH3:45])[CH:40]=[CH:39][C:38]([S:41](Cl)(=[O:43])=[O:42])=[CH:37][CH:36]=1. Product: [CH3:1][O:2][C:3]([C:5]1([CH2:14][C:15]2[CH:16]=[CH:17][C:18]([Cl:21])=[CH:19][CH:20]=2)[CH2:9][CH2:8][C:7]([CH2:11][O:12][S:41]([C:38]2[CH:39]=[CH:40][C:35]([CH3:45])=[CH:36][CH:37]=2)(=[O:43])=[O:42])([CH3:10])[C:6]1=[O:13])=[O:4]. The catalyst class is: 93. (7) Reactant: CN(C)[CH:3]=[CH:4][C:5]1[CH:12]=[CH:11][C:8]([C:9]#[N:10])=[CH:7][C:6]=1[N+:13]([O-])=O. Product: [C:9]([C:8]1[CH:7]=[C:6]2[C:5]([CH:4]=[CH:3][NH:13]2)=[CH:12][CH:11]=1)#[N:10]. The catalyst class is: 19. (8) Reactant: [CH3:1][C:2]1[S:3][CH:4]=[C:5]([CH2:7]Cl)[N:6]=1.[CH2:9]([CH2:11][NH2:12])[OH:10]. Product: [CH3:1][C:2]1[S:3][CH:4]=[C:5]([CH2:7][NH:12][CH2:11][CH2:9][OH:10])[N:6]=1. The catalyst class is: 4. (9) Reactant: Cl[C:2]1[N:7]=[CH:6][N:5]=[C:4]([O:8][C:9]2[CH:14]=[CH:13][C:12]([NH:15][C:16]([NH:18][C:19]3[CH:24]=[C:23]([C:25]([F:28])([F:27])[F:26])[CH:22]=[C:21]([CH2:29][N:30]4[CH2:35][CH2:34][N:33]([CH:36]([CH3:38])[CH3:37])[CH2:32][CH2:31]4)[CH:20]=3)=[O:17])=[CH:11][CH:10]=2)[CH:3]=1.[N-:39]=[N+:40]=[N-:41].[Na+].O. Product: [N:39]([C:2]1[N:7]=[CH:6][N:5]=[C:4]([O:8][C:9]2[CH:14]=[CH:13][C:12]([NH:15][C:16]([NH:18][C:19]3[CH:24]=[C:23]([C:25]([F:28])([F:27])[F:26])[CH:22]=[C:21]([CH2:29][N:30]4[CH2:35][CH2:34][N:33]([CH:36]([CH3:38])[CH3:37])[CH2:32][CH2:31]4)[CH:20]=3)=[O:17])=[CH:11][CH:10]=2)[CH:3]=1)=[N+:40]=[N-:41]. The catalyst class is: 3. (10) Reactant: [Br:1][C:2]1[CH:15]=[C:14]([F:16])[C:13]2[O:12][C:11]3[C:6](=[CH:7][C:8]([O:17]C)=[CH:9][CH:10]=3)[C@:5]3([N:23]=[C:22]([NH2:24])[CH2:21][O:20][CH2:19]3)[C:4]=2[CH:3]=1.BrB(Br)Br. Product: [NH2:24][C:22]1[CH2:21][O:20][CH2:19][C@:5]2([C:4]3[CH:3]=[C:2]([Br:1])[CH:15]=[C:14]([F:16])[C:13]=3[O:12][C:11]3[C:6]2=[CH:7][C:8]([OH:17])=[CH:9][CH:10]=3)[N:23]=1. The catalyst class is: 2.